Dataset: Catalyst prediction with 721,799 reactions and 888 catalyst types from USPTO. Task: Predict which catalyst facilitates the given reaction. (1) The catalyst class is: 3. Product: [Br:1][C:2]1[C:14]2[C:13]3[C:8](=[CH:9][C:10]([O:16][CH3:15])=[CH:11][CH:12]=3)[NH:7][C:6]=2[N:5]=[CH:4][CH:3]=1. Reactant: [Br:1][C:2]1[C:14]2[C:13]3[C:8](=[CH:9][CH:10]=[CH:11][CH:12]=3)[NH:7][C:6]=2[N:5]=[CH:4][CH:3]=1.[CH3:15][O:16]C1C=C2C(C3C(=[N+]([O-])C=CC=3)N2)=CC=1.P(Br)(Br)(Br)=O. (2) Reactant: [NH:1]1[CH:5]=[C:4]([C:6]2[C:7]([NH2:13])=[N:8][C:9]([NH2:12])=[CH:10][CH:11]=2)[CH:3]=[N:2]1.[H-].[Na+].[CH2:16]([O:23][C:24]1[CH:31]=[CH:30][C:27]([CH2:28]Cl)=[CH:26][CH:25]=1)[C:17]1[CH:22]=[CH:21][CH:20]=[CH:19][CH:18]=1. Product: [CH2:16]([O:23][C:24]1[CH:25]=[CH:26][C:27]([CH2:28][N:1]2[CH:5]=[C:4]([C:6]3[C:7]([NH2:13])=[N:8][C:9]([NH2:12])=[CH:10][CH:11]=3)[CH:3]=[N:2]2)=[CH:30][CH:31]=1)[C:17]1[CH:18]=[CH:19][CH:20]=[CH:21][CH:22]=1. The catalyst class is: 9. (3) The catalyst class is: 23. Reactant: C[O:2][C:3](=[O:21])[CH2:4][C:5]1[CH:6]=[C:7]([C:11]2[CH:16]=[CH:15][C:14]([O:17][CH3:18])=[CH:13][C:12]=2[O:19][CH3:20])[CH:8]=[CH:9][CH:10]=1.[Li+].[OH-]. Product: [CH3:20][O:19][C:12]1[CH:13]=[C:14]([O:17][CH3:18])[CH:15]=[CH:16][C:11]=1[C:7]1[CH:8]=[CH:9][CH:10]=[C:5]([CH2:4][C:3]([OH:21])=[O:2])[CH:6]=1. (4) Reactant: [Cl:1][C:2]1[CH:7]=[CH:6][CH:5]=[CH:4][CH:3]=1.ClCCCl.[N+:12]([O-:15])([OH:14])=[O:13]. Product: [N+:12]([C:3]1[CH:4]=[CH:5][CH:6]=[CH:7][C:2]=1[Cl:1])([O-:14])=[O:13].[N+:12]([C:5]1[CH:6]=[CH:7][C:2]([Cl:1])=[CH:3][CH:4]=1)([O-:15])=[O:13]. The catalyst class is: 6. (5) Reactant: [OH:1][C:2]([CH2:4][CH2:5][CH2:6][CH2:7][C@H:8]1[C@@H:16]2[C@@H:11]([NH:12][C:13]([NH:15]2)=[O:14])[CH2:10][S:9]1)=[O:3].O[N:18]1[C:22](=[O:23])[CH2:21][CH2:20][C:19]1=[O:24].C(N(CC)CC)C.CN(C)CCCN=C=NCC. Product: [O:24]=[C:19]1[CH2:20][CH2:21][C:22](=[O:23])[N:18]1[O:3][C:2](=[O:1])[CH2:4][CH2:5][CH2:6][CH2:7][CH:8]1[CH:16]2[CH:11]([NH:12][C:13](=[O:14])[NH:15]2)[CH2:10][S:9]1. The catalyst class is: 287.